Dataset: Catalyst prediction with 721,799 reactions and 888 catalyst types from USPTO. Task: Predict which catalyst facilitates the given reaction. (1) Reactant: [F:1][C:2]1[CH:8]=[CH:7][C:5]([NH2:6])=[CH:4][CH:3]=1.[C:9](O[C:9]([O:11][C:12]([CH3:15])([CH3:14])[CH3:13])=[O:10])([O:11][C:12]([CH3:15])([CH3:14])[CH3:13])=[O:10]. Product: [C:12]([O:11][C:9](=[O:10])[NH:6][C:5]1[CH:7]=[CH:8][C:2]([F:1])=[CH:3][CH:4]=1)([CH3:15])([CH3:14])[CH3:13]. The catalyst class is: 1. (2) The catalyst class is: 31. Reactant: [CH2:1]([OH:8])[C:2]1[CH:7]=[CH:6][CH:5]=[CH:4][CH:3]=1.[H-].[Na+].[CH3:11][C:12]1([CH3:28])[CH2:17][O:16][CH:15]([CH2:18][NH:19][C:20]2[C:25]([F:26])=[CH:24][CH:23]=[C:22](F)[N:21]=2)[CH2:14][O:13]1. Product: [CH2:1]([O:8][C:22]1[N:21]=[C:20]([NH:19][CH2:18][CH:15]2[CH2:14][O:13][C:12]([CH3:11])([CH3:28])[CH2:17][O:16]2)[C:25]([F:26])=[CH:24][CH:23]=1)[C:2]1[CH:7]=[CH:6][CH:5]=[CH:4][CH:3]=1. (3) Product: [CH2:40]([N:9]([S:10]([C:13]1[CH:14]=[CH:15][C:16]([C@H:19]([C:26](=[O:39])[NH:27][C:28]2[S:29][C:30]3[C:35]([N:36]=2)=[CH:34][CH:33]=[C:32]([O:37][CH3:38])[N:31]=3)[CH2:20][CH:21]2[CH2:22][CH2:23][CH2:24][CH2:25]2)=[CH:17][CH:18]=1)(=[O:11])=[O:12])[CH2:8][CH2:7][C:6]([OH:47])=[O:5])[C:41]1[CH:42]=[CH:43][CH:44]=[CH:45][CH:46]=1. Reactant: C([O:5][C:6](=[O:47])[CH2:7][CH2:8][N:9]([CH2:40][C:41]1[CH:46]=[CH:45][CH:44]=[CH:43][CH:42]=1)[S:10]([C:13]1[CH:18]=[CH:17][C:16]([C@H:19]([C:26](=[O:39])[NH:27][C:28]2[S:29][C:30]3[C:35]([N:36]=2)=[CH:34][CH:33]=[C:32]([O:37][CH3:38])[N:31]=3)[CH2:20][CH:21]2[CH2:25][CH2:24][CH2:23][CH2:22]2)=[CH:15][CH:14]=1)(=[O:12])=[O:11])(C)(C)C.[OH-].[Na+]. The catalyst class is: 24. (4) Reactant: Br[CH2:2][C:3]1[CH:19]=[C:18]([Cl:20])[C:6]([O:7][C:8]2[CH:13]=[CH:12][C:11]([OH:14])=[C:10]([CH:15]([CH3:17])[CH3:16])[CH:9]=2)=[C:5]([Cl:21])[CH:4]=1.[O:22]1[C:26](=[O:27])[NH:25][C:24](=[O:28])[NH:23]1.C(=O)([O-])[O-].[Na+].[Na+]. Product: [Cl:21][C:5]1[CH:4]=[C:3]([CH:19]=[C:18]([Cl:20])[C:6]=1[O:7][C:8]1[CH:13]=[CH:12][C:11]([OH:14])=[C:10]([CH:15]([CH3:17])[CH3:16])[CH:9]=1)[CH2:2][N:23]1[C:24](=[O:28])[NH:25][C:26](=[O:27])[O:22]1. The catalyst class is: 517. (5) The catalyst class is: 3. Reactant: [CH2:1]([C:3]1[CH:18]=[CH:17][C:6]([CH2:7][N:8]2[C:16]3[C:11](=[CH:12][CH:13]=[CH:14][CH:15]=3)[CH:10]=[CH:9]2)=[CH:5][CH:4]=1)[CH3:2].[Br:19]Br.S(OS(O)=O)(O)=O.[Na]. Product: [Br:19][C:10]1[C:11]2[C:16](=[CH:15][CH:14]=[CH:13][CH:12]=2)[N:8]([CH2:7][C:6]2[CH:17]=[CH:18][C:3]([CH2:1][CH3:2])=[CH:4][CH:5]=2)[CH:9]=1. (6) Reactant: [F:1][C:2]1[CH:34]=[CH:33][C:32]([F:35])=[CH:31][C:3]=1[O:4][C:5]1[N:6]=[C:7]([O:27][CH2:28][CH2:29][CH3:30])[C:8]2[N:13]=[C:12]([C:14]3[CH:24]=[C:23]([CH3:25])[C:17]([O:18][CH2:19][C:20](O)=[O:21])=[C:16]([CH3:26])[CH:15]=3)[O:11][C:9]=2[N:10]=1.Cl.C(N=C=NCCCN(C)C)C.ON1C2N=CC=CC=2N=N1.C(N(CC)C(C)C)(C)C.[NH:67]1[CH2:78][CH2:77][CH2:76][C@H:68]1[C:69]([O:71][C:72]([CH3:75])([CH3:74])[CH3:73])=[O:70].Cl. Product: [F:1][C:2]1[CH:34]=[CH:33][C:32]([F:35])=[CH:31][C:3]=1[O:4][C:5]1[N:6]=[C:7]([O:27][CH2:28][CH2:29][CH3:30])[C:8]2[N:13]=[C:12]([C:14]3[CH:15]=[C:16]([CH3:26])[C:17]([O:18][CH2:19][C:20]([N:67]4[CH2:78][CH2:77][CH2:76][C@H:68]4[C:69]([O:71][C:72]([CH3:74])([CH3:75])[CH3:73])=[O:70])=[O:21])=[C:23]([CH3:25])[CH:24]=3)[O:11][C:9]=2[N:10]=1. The catalyst class is: 35. (7) Reactant: [Cl-].[Cr+3:2].[Cl-].[Cl-].[NH2:5][C@@H:6]([CH2:10][CH2:11][C:12]([NH:14][C@H:15]([C:18]([NH:20][CH2:21][C:22]([OH:24])=[O:23])=[O:19])[CH2:16][SH:17])=[O:13])[C:7]([OH:9])=[O:8]. Product: [Cr:2].[NH2:5][C@@H:6]([CH2:10][CH2:11][C:12]([NH:14][C@H:15]([C:18]([NH:20][CH2:21][C:22]([OH:24])=[O:23])=[O:19])[CH2:16][SH:17])=[O:13])[C:7]([OH:9])=[O:8]. The catalyst class is: 6. (8) Reactant: CS(C)=O.C(Cl)(=O)C(Cl)=O.[CH2:11]([C:13]1[CH:18]=[CH:17][CH:16]=[C:15]([CH2:19][CH3:20])[C:14]=1[C:21]1[N:26]=[C:25]([CH3:27])[C:24]([CH:28]([CH:30]2[C:39]3[C:34](=[CH:35][CH:36]=[CH:37][CH:38]=3)[CH2:33][CH2:32][CH2:31]2)[OH:29])=[C:23]([O:40][CH3:41])[CH:22]=1)[CH3:12].C(N(CC)CC)C. Product: [CH2:19]([C:15]1[CH:16]=[CH:17][CH:18]=[C:13]([CH2:11][CH3:12])[C:14]=1[C:21]1[N:26]=[C:25]([CH3:27])[C:24]([C:28]([CH:30]2[C:39]3[C:34](=[CH:35][CH:36]=[CH:37][CH:38]=3)[CH2:33][CH2:32][CH2:31]2)=[O:29])=[C:23]([O:40][CH3:41])[CH:22]=1)[CH3:20]. The catalyst class is: 4. (9) Reactant: C([O:4][CH:5]1[CH2:10][CH2:9][CH:8]([NH:11][C:12]([O:14][C:15]([CH3:18])([CH3:17])[CH3:16])=[O:13])[CH2:7][CH2:6]1)(=O)C.C(=O)([O-])[O-].[K+].[K+]. Product: [OH:4][CH:5]1[CH2:10][CH2:9][CH:8]([NH:11][C:12](=[O:13])[O:14][C:15]([CH3:17])([CH3:16])[CH3:18])[CH2:7][CH2:6]1. The catalyst class is: 5.